From a dataset of Catalyst prediction with 721,799 reactions and 888 catalyst types from USPTO. Predict which catalyst facilitates the given reaction. Reactant: N1C=CC=CC=1C(O)=O.[NH2:10][C:11]1[C:16]([C:17]2[CH:22]=[CH:21][C:20]([OH:23])=[CH:19][CH:18]=2)=[CH:15][CH:14]=[CH:13][N:12]=1.P([O-])([O-])([O-])=O.[K+].[K+].[K+].Br[C:33]1[CH:38]=[CH:37][CH:36]=[C:35]([C:39]([F:42])([F:41])[CH3:40])[CH:34]=1. Product: [F:41][C:39]([C:35]1[CH:34]=[C:33]([CH:38]=[CH:37][CH:36]=1)[O:23][C:20]1[CH:21]=[CH:22][C:17]([C:16]2[C:11]([NH2:10])=[N:12][CH:13]=[CH:14][CH:15]=2)=[CH:18][CH:19]=1)([F:42])[CH3:40]. The catalyst class is: 419.